This data is from Forward reaction prediction with 1.9M reactions from USPTO patents (1976-2016). The task is: Predict the product of the given reaction. (1) Given the reactants [F:1][C:2]([F:23])([F:22])[O:3][C:4]1[CH:9]=[CH:8][C:7]([C:10]2[N:14]=[C:13]([C:15]3[CH:16]=[CH:17][C:18](=[O:21])[NH:19][N:20]=3)[O:12][N:11]=2)=[CH:6][CH:5]=1.Br[CH2:25][C:26]1[CH:27]=[C:28]([CH:33]=[CH:34][CH:35]=1)[C:29]([O:31][CH3:32])=[O:30], predict the reaction product. The product is: [O:21]=[C:18]1[N:19]([CH2:25][C:26]2[CH:27]=[C:28]([CH:33]=[CH:34][CH:35]=2)[C:29]([O:31][CH3:32])=[O:30])[N:20]=[C:15]([C:13]2[O:12][N:11]=[C:10]([C:7]3[CH:8]=[CH:9][C:4]([O:3][C:2]([F:22])([F:1])[F:23])=[CH:5][CH:6]=3)[N:14]=2)[CH:16]=[CH:17]1. (2) Given the reactants [Br:1][C:2]1[CH:3]=[C:4]2[C:8](=[CH:9][CH:10]=1)[NH:7][CH:6]=[C:5]2[CH2:11][C@H:12]1[CH2:16][CH2:15][CH2:14][N:13]1[CH3:17].[CH:18]([S:20]([C:23]1[CH:28]=[CH:27][CH:26]=[CH:25][CH:24]=1)(=[O:22])=[O:21])=[CH2:19].C1(C)C=CC=CC=1P(C1C=CC=CC=1C)C1C=CC=CC=1C.C(N(CC)CC)C, predict the reaction product. The product is: [BrH:1].[CH3:17][N:13]1[CH2:14][CH2:15][CH2:16][C@@H:12]1[CH2:11][C:5]1[C:4]2[C:8](=[CH:9][CH:10]=[C:2]([CH:19]=[CH:18][S:20]([C:23]3[CH:28]=[CH:27][CH:26]=[CH:25][CH:24]=3)(=[O:21])=[O:22])[CH:3]=2)[NH:7][CH:6]=1. (3) Given the reactants C([Li])CCC.Br[C:7]1[CH:12]=[CH:11][C:10]([C:13]2[NH:14][C:15](=[O:29])[C:16]3[C:21]([CH:22]4[CH2:27][CH2:26][CH2:25][CH2:24][CH2:23]4)=[N:20][N:19]([CH3:28])[C:17]=3[N:18]=2)=[C:9]([O:30][CH3:31])[CH:8]=1.[C:32](=[O:34])=[O:33].[OH-].[Na+], predict the reaction product. The product is: [CH:22]1([C:21]2[C:16]3[C:15](=[O:29])[NH:14][C:13]([C:10]4[CH:11]=[CH:12][C:7]([C:32]([OH:34])=[O:33])=[CH:8][C:9]=4[O:30][CH3:31])=[N:18][C:17]=3[N:19]([CH3:28])[N:20]=2)[CH2:27][CH2:26][CH2:25][CH2:24][CH2:23]1. (4) Given the reactants C1(C)C=CC=CC=1.[Cl:8][C:9]1[N:10]=[C:11](Cl)[C:12]2[S:17][C:16]([CH3:18])=[CH:15][C:13]=2[N:14]=1.[F:20][C:21]([F:32])([F:31])[C:22]1[CH:23]=[C:24](B(O)O)[CH:25]=[CH:26][CH:27]=1.C(=O)([O-])[O-].[Na+].[Na+], predict the reaction product. The product is: [Cl:8][C:9]1[N:10]=[C:11]([C:26]2[CH:25]=[CH:24][CH:23]=[C:22]([C:21]([F:32])([F:31])[F:20])[CH:27]=2)[C:12]2[S:17][C:16]([CH3:18])=[CH:15][C:13]=2[N:14]=1. (5) The product is: [CH2:9]([N:8]([CH2:11][CH3:12])[C:6](=[O:7])[C:5]1[CH:13]=[CH:14][C:2]([CH2:25][CH3:26])=[CH:3][C:4]=1[C:15]([F:18])([F:17])[F:16])[CH3:10]. Given the reactants Cl[C:2]1[CH:14]=[CH:13][C:5]([C:6]([N:8]([CH2:11][CH3:12])[CH2:9][CH3:10])=[O:7])=[C:4]([C:15]([F:18])([F:17])[F:16])[CH:3]=1.C(=O)([O-])[O-].[K+].[K+].[CH2:25]([Zn]CC)[CH3:26], predict the reaction product. (6) Given the reactants [NH2:1][C:2]1[C:10]([CH3:11])=[CH:9][CH:8]=[CH:7][C:3]=1[C:4](O)=[O:5].[NH2:12][C:13](N)=[O:14], predict the reaction product. The product is: [CH3:11][C:10]1[CH:9]=[CH:8][CH:7]=[C:3]2[C:2]=1[NH:1][C:13](=[O:14])[NH:12][C:4]2=[O:5].